From a dataset of Reaction yield outcomes from USPTO patents with 853,638 reactions. Predict the reaction yield, written as a fraction of the theoretical maximum amount of product (1.0 means a 100% yield; for example, 0.34 means a 34% yield). (1) The reactants are Cl[C:2]1[N:7]=[C:6]([NH:8][CH2:9][C:10]2[CH:15]=[CH:14][C:13]([F:16])=[CH:12][CH:11]=2)[CH:5]=[N:4][CH:3]=1.[CH3:17][C:18]1[NH:19][CH:20]=[CH:21][N:22]=1. No catalyst specified. The product is [F:16][C:13]1[CH:14]=[CH:15][C:10]([CH2:9][NH:8][C:6]2[CH:5]=[N:4][CH:3]=[C:2]([N:19]3[CH:20]=[CH:21][N:22]=[C:18]3[CH3:17])[N:7]=2)=[CH:11][CH:12]=1. The yield is 0.230. (2) The reactants are [NH2:1][C:2]1[CH:3]=[C:4]([NH:8][C:9]2[CH:14]=[CH:13][N:12]=[C:11]([NH:15][C:16]3[CH:21]=[CH:20][C:19]([N:22]4[CH2:27][CH2:26][O:25][CH2:24][CH2:23]4)=[CH:18][CH:17]=3)[N:10]=2)[CH:5]=[CH:6][CH:7]=1.CCN(CC)CC.[C:35]([CH2:37][C:38](Cl)=[O:39])#[N:36]. The product is [C:35]([CH2:37][C:38]([NH:1][C:2]1[CH:7]=[CH:6][CH:5]=[C:4]([NH:8][C:9]2[CH:14]=[CH:13][N:12]=[C:11]([NH:15][C:16]3[CH:17]=[CH:18][C:19]([N:22]4[CH2:23][CH2:24][O:25][CH2:26][CH2:27]4)=[CH:20][CH:21]=3)[N:10]=2)[CH:3]=1)=[O:39])#[N:36]. The catalyst is C(Cl)Cl. The yield is 0.680.